Dataset: Forward reaction prediction with 1.9M reactions from USPTO patents (1976-2016). Task: Predict the product of the given reaction. (1) The product is: [CH2:24]([NH:1][C:2]1[CH:22]=[CH:21][C:5]([CH2:6][N:7]2[C:11]3=[N:12][C:13]([C:16]([O:18][CH3:19])=[O:17])=[CH:14][CH:15]=[C:10]3[N:9]=[C:8]2[CH3:20])=[C:4]([Cl:23])[CH:3]=1)[C:25]1[CH:30]=[CH:29][CH:28]=[CH:27][CH:26]=1. Given the reactants [NH2:1][C:2]1[CH:22]=[CH:21][C:5]([CH2:6][N:7]2[C:11]3=[N:12][C:13]([C:16]([O:18][CH3:19])=[O:17])=[CH:14][CH:15]=[C:10]3[N:9]=[C:8]2[CH3:20])=[C:4]([Cl:23])[CH:3]=1.[CH:24](=O)[C:25]1[CH:30]=[CH:29][CH:28]=[CH:27][CH:26]=1.C([BH3-])#N.[Na+].C(=O)([O-])O.[Na+], predict the reaction product. (2) Given the reactants [F:1][C:2]([F:14])([F:13])[CH2:3][O:4][CH2:5][C:6]1[N:11]=[C:10]([NH2:12])[CH:9]=[CH:8][CH:7]=1.[Cl:15][C:16]1[CH:21]=[C:20]([Cl:22])[CH:19]=[C:18]([CH3:23])[C:17]=1[S:24](Cl)(=[O:26])=[O:25], predict the reaction product. The product is: [Cl:15][C:16]1[CH:21]=[C:20]([Cl:22])[CH:19]=[C:18]([CH3:23])[C:17]=1[S:24]([NH:12][C:10]1[CH:9]=[CH:8][CH:7]=[C:6]([CH2:5][O:4][CH2:3][C:2]([F:1])([F:13])[F:14])[N:11]=1)(=[O:26])=[O:25].